From a dataset of Full USPTO retrosynthesis dataset with 1.9M reactions from patents (1976-2016). Predict the reactants needed to synthesize the given product. (1) Given the product [Si:1]([O:8][C@H:9]1[CH2:13][CH2:12][N:11]([CH2:18][C:19]2[CH:24]=[CH:23][C:22]([CH3:25])=[CH:21][CH:20]=2)[C:10]1=[O:14])([C:4]([CH3:7])([CH3:6])[CH3:5])([CH3:3])[CH3:2], predict the reactants needed to synthesize it. The reactants are: [Si:1]([O:8][C@H:9]1[CH2:13][CH2:12][NH:11][C:10]1=[O:14])([C:4]([CH3:7])([CH3:6])[CH3:5])([CH3:3])[CH3:2].[H-].[Na+].Br[CH2:18][C:19]1[CH:24]=[CH:23][C:22]([CH3:25])=[CH:21][CH:20]=1. (2) Given the product [OH:28][C:18]1([C:15]2[CH:16]=[CH:17][C:12]([C:2]3[O:1][CH:5]=[CH:4][N:3]=3)=[CH:13][CH:14]=2)[CH2:19][CH2:20][C:21](=[O:22])[CH2:26][CH2:27]1, predict the reactants needed to synthesize it. The reactants are: [O:1]1[CH:5]=[CH:4][N:3]=[CH:2]1.[Li]CCCC.I[C:12]1[CH:17]=[CH:16][C:15]([C:18]2([OH:28])[CH2:27][CH2:26][C:21]3(OCC[O:22]3)[CH2:20][CH2:19]2)=[CH:14][CH:13]=1.